From a dataset of Reaction yield outcomes from USPTO patents with 853,638 reactions. Predict the reaction yield, written as a fraction of the theoretical maximum amount of product (1.0 means a 100% yield; for example, 0.34 means a 34% yield). The catalyst is [OH-].[Na+].C1COCC1. The yield is 0.740. The reactants are [C:1]([C:5]1[CH:10]=[CH:9][C:8]([NH2:11])=[CH:7][C:6]=1[N+:12]([O-:14])=[O:13])([CH3:4])([CH3:3])[CH3:2].[CH3:15][C:16]([O:19][C:20](O[C:20]([O:19][C:16]([CH3:18])([CH3:17])[CH3:15])=[O:21])=[O:21])([CH3:18])[CH3:17]. The product is [C:16]([O:19][C:20](=[O:21])[NH:11][C:8]1[CH:9]=[CH:10][C:5]([C:1]([CH3:4])([CH3:2])[CH3:3])=[C:6]([N+:12]([O-:14])=[O:13])[CH:7]=1)([CH3:18])([CH3:17])[CH3:15].